Dataset: NCI-60 drug combinations with 297,098 pairs across 59 cell lines. Task: Regression. Given two drug SMILES strings and cell line genomic features, predict the synergy score measuring deviation from expected non-interaction effect. Drug 1: CCC1=CC2CC(C3=C(CN(C2)C1)C4=CC=CC=C4N3)(C5=C(C=C6C(=C5)C78CCN9C7C(C=CC9)(C(C(C8N6C)(C(=O)OC)O)OC(=O)C)CC)OC)C(=O)OC.C(C(C(=O)O)O)(C(=O)O)O. Drug 2: C(CCl)NC(=O)N(CCCl)N=O. Cell line: COLO 205. Synergy scores: CSS=41.5, Synergy_ZIP=-2.12, Synergy_Bliss=-0.528, Synergy_Loewe=-11.4, Synergy_HSA=-0.558.